From a dataset of Full USPTO retrosynthesis dataset with 1.9M reactions from patents (1976-2016). Predict the reactants needed to synthesize the given product. (1) The reactants are: [CH2:1]([O:3][C:4]1[CH:9]=[CH:8][CH:7]=[CH:6][C:5]=1[C:10](=[O:27])[CH2:11][CH2:12][C:13]1[N:14]=[C:15]([C:18]2[CH:23]=[CH:22][C:21]([O:24][CH3:25])=[C:20]([OH:26])[CH:19]=2)[O:16][CH:17]=1)[CH3:2].Br[CH:29]([CH3:31])[CH3:30].C(=O)([O-])[O-].[K+].[K+].O. Given the product [CH2:1]([O:3][C:4]1[CH:9]=[CH:8][CH:7]=[CH:6][C:5]=1[C:10](=[O:27])[CH2:11][CH2:12][C:13]1[N:14]=[C:15]([C:18]2[CH:23]=[CH:22][C:21]([O:24][CH3:25])=[C:20]([O:26][CH:29]([CH3:31])[CH3:30])[CH:19]=2)[O:16][CH:17]=1)[CH3:2], predict the reactants needed to synthesize it. (2) Given the product [CH2:1]([CH2:13][NH2:14])[CH2:2][C:3]([P:5]([O-:7])([OH:8])=[O:6])([P:9]([OH:12])([OH:11])=[O:10])[OH:4].[Na+:18], predict the reactants needed to synthesize it. The reactants are: [CH2:1]([CH2:13][NH2:14])[CH2:2][C:3]([P:9]([OH:12])([OH:11])=[O:10])([P:5]([OH:8])([OH:7])=[O:6])[OH:4].O.[Na].[OH-].[Na+:18].C(CN)CC(P(O)(O)=O)(P(O)(O)=O)O. (3) The reactants are: [CH3:1][O:2][C:3]1[N:12]=[CH:11][C:10]([C:13]([F:16])([F:15])[F:14])=[CH:9][C:4]=1[C:5](OC)=[O:6].CC(C[AlH]CC(C)C)C. Given the product [CH3:1][O:2][C:3]1[C:4]([CH2:5][OH:6])=[CH:9][C:10]([C:13]([F:16])([F:14])[F:15])=[CH:11][N:12]=1, predict the reactants needed to synthesize it. (4) Given the product [CH3:30][C:29]([NH:24][CH2:27][C@@H:18]1[O:19][C:15](=[O:38])[N:13]([C:10]2[CH:11]=[CH:12][C:7]([N:1]3[CH2:2][CH2:3][O:4][CH2:5][CH2:6]3)=[C:8]([F:21])[CH:9]=2)[CH2:14]1)=[O:32], predict the reactants needed to synthesize it. The reactants are: [N:1]1([C:7]2[CH:12]=[CH:11][C:10]([N:13]([C@H:15]3[O:19][C:18](=O)NC3)[CH3:14])=[CH:9][C:8]=2[F:21])[CH2:6][CH2:5][O:4][CH2:3][CH2:2]1.C([N:24]([CH2:27]C)CC)C.[C:29]([O:32]C(=O)C)(=O)[CH3:30].C(OCC)(=[O:38])C. (5) The reactants are: [F:1][C:2]1[CH:3]=[C:4]2[C:8](=[CH:9][CH:10]=1)[NH:7][N:6]=[C:5]2[C:11]([O:13]C)=[O:12].[CH3:15][C:16]1([CH3:19])[CH2:18][O:17]1.C([O-])([O-])=O.[Cs+].[Cs+]. Given the product [F:1][C:2]1[CH:3]=[C:4]2[C:8](=[CH:9][CH:10]=1)[N:7]([CH2:15][C:16]([OH:17])([CH3:19])[CH3:18])[N:6]=[C:5]2[C:11]([OH:13])=[O:12], predict the reactants needed to synthesize it. (6) Given the product [O:6]1[C:7]2[CH:12]=[CH:11][C:10]([C:13]3([C:16]([OH:18])=[O:17])[CH2:15][CH2:14]3)=[CH:9][C:8]=2[CH:4]=[CH:5]1, predict the reactants needed to synthesize it. The reactants are: C(O[CH:4](OCC)[CH2:5][O:6][C:7]1[CH:12]=[CH:11][C:10]([C:13]2([C:16]([OH:18])=[O:17])[CH:15]=[CH:14]2)=[CH:9][CH:8]=1)C. (7) Given the product [C:1]1([S:7]([C:10]2[CH:11]=[CH:12][C:13]([C:33]([F:35])([F:36])[F:34])=[C:14]([S:16]([NH:19][CH:20]3[CH2:28][C:27]4[C:22](=[CH:23][CH:24]=[C:25]([C:29]([OH:31])=[O:30])[CH:26]=4)[CH2:21]3)(=[O:18])=[O:17])[CH:15]=2)(=[O:9])=[O:8])[CH:2]=[CH:3][CH:4]=[CH:5][CH:6]=1, predict the reactants needed to synthesize it. The reactants are: [C:1]1([S:7]([C:10]2[CH:11]=[CH:12][C:13]([C:33]([F:36])([F:35])[F:34])=[C:14]([S:16]([NH:19][CH:20]3[CH2:28][C:27]4[C:22](=[CH:23][CH:24]=[C:25]([C:29]([O:31]C)=[O:30])[CH:26]=4)[CH2:21]3)(=[O:18])=[O:17])[CH:15]=2)(=[O:9])=[O:8])[CH:6]=[CH:5][CH:4]=[CH:3][CH:2]=1.O1CCCC1.[OH-].[Na+].Cl. (8) The reactants are: C(OC(N[N:9]([CH2:31][CH2:32]C1C2C=CC=CC=2OC=1)[C:10]([C:12]1[C:21](=[O:22])[C:20]2[C:15](=[CH:16][C:17]([Cl:23])=[CH:18][CH:19]=2)[NH:14][C:13]=1[C:24]([N:26]1CCCC1)=[O:25])=[O:11])=O)(C)(C)C.CS(O)(=O)=O.[OH2:47]. Given the product [Cl:23][C:17]1[CH:18]=[CH:19][C:20]2[C:21](=[O:22])[C:12]3[C:10](=[O:11])[N:9]([CH:31]([C:12]4[O:47][C:19]5[CH:18]=[CH:17][CH:16]=[CH:15][C:20]=5[CH:21]=4)[CH3:32])[N:26]=[C:24]([OH:25])[C:13]=3[NH:14][C:15]=2[CH:16]=1, predict the reactants needed to synthesize it.